Dataset: Full USPTO retrosynthesis dataset with 1.9M reactions from patents (1976-2016). Task: Predict the reactants needed to synthesize the given product. (1) Given the product [Br:5][CH2:2][CH2:4][CH2:18][N:10]1[C:6](=[O:16])[C:7]2[C:8](=[CH:12][CH:13]=[CH:14][CH:15]=2)[C:9]1=[O:11], predict the reactants needed to synthesize it. The reactants are: Br[C:2]([Br:5])([CH3:4])C.[C:6]1(=[O:16])[NH:10][C:9](=[O:11])[C:8]2=[CH:12][CH:13]=[CH:14][CH:15]=[C:7]12.[K].[CH3:18]N(C=O)C. (2) Given the product [ClH:21].[CH3:9][N:10]([C@@H:11]([CH3:20])[C@@H:12]([C:14]1[CH:19]=[CH:18][CH:17]=[CH:16][CH:15]=1)[OH:13])[NH2:2], predict the reactants needed to synthesize it. The reactants are: O1C2(CCCCC2)[NH:2]1.[CH3:9][NH:10][C@@H:11]([CH3:20])[C@@H:12]([C:14]1[CH:19]=[CH:18][CH:17]=[CH:16][CH:15]=1)[OH:13].[ClH:21]. (3) Given the product [CH:25]([C:28]1[CH:29]=[C:30]([CH:31]=[CH:12][C:10]([NH:9][C:13]2[CH:14]=[CH:15][C:16]([C:17]([O:19][CH3:20])=[O:18])=[CH:21][CH:22]=2)=[O:11])[O:33][C:34]=1[CH:35]([CH3:37])[CH3:36])([CH3:27])[CH3:26], predict the reactants needed to synthesize it. The reactants are: C(OP([N:9]([C:13]1[CH:22]=[CH:21][C:16]([C:17]([O:19][CH3:20])=[O:18])=[CH:15][CH:14]=1)[C:10]([CH3:12])=[O:11])(OCC)=O)C.[H-].[Na+].[CH:25]([C:28]1[CH:29]=[C:30]([O:33][C:34]=1[CH:35]([CH3:37])[CH3:36])[CH:31]=O)([CH3:27])[CH3:26].[Cl-].[NH4+]. (4) Given the product [CH3:37][O:36][C:34]([C:32]1[N:33]=[C:28]([C:9]2[CH:25]=[CH:24][C:12]3[O:13][CH2:14][CH2:15][N:16]([C:17]([O:19][C:20]([CH3:21])([CH3:22])[CH3:23])=[O:18])[C:11]=3[CH:10]=2)[CH:29]=[CH:30][C:31]=1[O:38][CH2:39][CH2:40][CH2:41][O:42][C:43]1[CH:48]=[CH:47][CH:46]=[CH:45][CH:44]=1)=[O:35].[CH3:37][O:36][C:34]([C:32]1[N:33]=[C:28]([C:9]2[CH:25]=[CH:24][C:12]3[O:13][CH2:14][CH2:15][N:16]([C:17]([O:19][CH2:20][CH2:23][CH2:56][CH3:57])=[O:18])[C:11]=3[CH:10]=2)[CH:29]=[CH:30][C:31]=1[O:38][CH2:39][CH2:40][CH2:41][O:42][C:43]1[CH:48]=[CH:47][CH:46]=[CH:45][CH:44]=1)=[O:35], predict the reactants needed to synthesize it. The reactants are: CC1(C)C(C)(C)OB([C:9]2[CH:25]=[CH:24][C:12]3[O:13][CH2:14][CH2:15][N:16]([C:17]([O:19][C:20]([CH3:23])([CH3:22])[CH3:21])=[O:18])[C:11]=3[CH:10]=2)O1.Br[C:28]1[N:33]=[C:32]([C:34]([O:36][CH3:37])=[O:35])[C:31]([O:38][CH2:39][CH2:40][CH2:41][O:42][C:43]2[CH:48]=[CH:47][CH:46]=[CH:45][CH:44]=2)=[CH:30][CH:29]=1.C([O-])([O-])=O.[K+].[K+].O1CCO[CH2:57][CH2:56]1. (5) Given the product [CH2:41]([N:22]([CH2:21][CH2:20][OH:24])[C:7]1[C:8]2[CH2:28][N:27]([C:29](=[O:31])[CH3:30])[CH2:26][CH2:25][C:9]=2[N:10]=[C:11]([NH:13][C:14]2[CH:15]=[CH:16][C:17]([C:20]3[O:24][CH:23]=[N:22][CH:21]=3)=[CH:18][CH:19]=2)[N:12]=1)[C:37]1[CH:36]=[CH:35][CH:40]=[CH:39][CH:38]=1, predict the reactants needed to synthesize it. The reactants are: FC(F)(F)S(O[C:7]1[C:8]2[CH2:28][N:27]([C:29](=[O:31])[CH3:30])[CH2:26][CH2:25][C:9]=2[N:10]=[C:11]([NH:13][C:14]2[CH:19]=[CH:18][C:17]([C:20]3[O:24][CH:23]=[N:22][CH:21]=3)=[CH:16][CH:15]=2)[N:12]=1)(=O)=O.N[C:35]1[CH:36]=[C:37]([C:41](=O)C)[CH:38]=[CH:39][CH:40]=1. (6) Given the product [Cl:12][C:13]1[CH:14]=[CH:15][C:16]([C:19]2[O:23][N:22]=[CH:21][C:20]=2[C:24]([N:1]2[CH2:5][CH2:4][CH:3]([C:6]3[CH:7]=[N:8][CH:9]=[CH:10][CH:11]=3)[CH2:2]2)=[O:25])=[CH:17][CH:18]=1, predict the reactants needed to synthesize it. The reactants are: [NH:1]1[CH2:5][CH2:4][CH:3]([C:6]2[CH:7]=[N:8][CH:9]=[CH:10][CH:11]=2)[CH2:2]1.[Cl:12][C:13]1[CH:18]=[CH:17][C:16]([C:19]2[O:23][N:22]=[CH:21][C:20]=2[C:24](O)=[O:25])=[CH:15][CH:14]=1.ON1C2C=CC=CC=2N=N1.Cl.C(N=C=NCCCN(C)C)C.